From a dataset of Full USPTO retrosynthesis dataset with 1.9M reactions from patents (1976-2016). Predict the reactants needed to synthesize the given product. (1) Given the product [Cl:17][C:12]1[CH:14]=[C:8]([N+:5]([O-:7])=[O:6])[C:9]([CH3:16])=[CH:10][C:11]=1[CH3:15], predict the reactants needed to synthesize it. The reactants are: N([O-])=O.[Na+].[N+:5]([C:8]1[CH:14]=[C:12](N)[C:11]([CH3:15])=[CH:10][C:9]=1[CH3:16])([O-:7])=[O:6].[ClH:17]. (2) Given the product [CH3:1][N:2]1[CH:6]=[C:5]2[C:4]([C:24](=[O:31])[NH:25][CH2:26][CH2:27][CH2:28][CH:29]=[CH:22][CH2:21][N:19]3[CH:20]=[C:16]([C:12]4[N:11]=[C:10]([C:8](=[O:9])[NH:7]2)[CH:15]=[CH:14][CH:13]=4)[CH:17]=[N:18]3)=[N:3]1, predict the reactants needed to synthesize it. The reactants are: [CH3:1][N:2]1[CH:6]=[C:5]([NH:7][C:8]([C:10]2[CH:15]=[CH:14][CH:13]=[C:12]([C:16]3[CH:17]=[N:18][N:19]([CH2:21][CH:22]=C)[CH:20]=3)[N:11]=2)=[O:9])[C:4]([C:24](=[O:31])[NH:25][CH2:26][CH2:27][CH2:28][CH:29]=C)=[N:3]1.C1(P(C2CCCCC2)C2CCCCC2)CCCCC1. (3) Given the product [Br:1][C:2]1[CH:7]=[CH:6][C:5]([C@H:8]([C:18]2[CH:23]=[CH:22][CH:21]=[CH:20][C:19]=2[CH3:24])[CH2:9]/[C:10](/[C:12]2[CH:17]=[CH:16][N:15]=[N:14][CH:13]=2)=[N:31]\[OH:32])=[CH:4][CH:3]=1, predict the reactants needed to synthesize it. The reactants are: [Br:1][C:2]1[CH:7]=[CH:6][C:5]([C@H:8]([C:18]2[CH:23]=[CH:22][CH:21]=[CH:20][C:19]=2[CH3:24])[CH2:9][C:10]([C:12]2[CH:17]=[CH:16][N:15]=[N:14][CH:13]=2)=O)=[CH:4][CH:3]=1.C(=O)([O-])O.[Na+].Cl.[NH2:31][OH:32]. (4) Given the product [O:28]=[C:19]1[C:20]2[C:25](=[CH:24][CH:23]=[CH:22][CH:21]=2)[C:26](=[O:27])[N:18]1[CH2:17][CH:16]([NH:15][C:12]([C:9]1[CH:8]=[C:7]([C:6]2[N:2]([CH3:1])[N:3]=[CH:4][CH:5]=2)[S:11][CH:10]=1)=[O:14])[C:29]([CH3:30])([C:31]1[CH:36]=[CH:35][CH:34]=[CH:33][CH:32]=1)[CH3:37], predict the reactants needed to synthesize it. The reactants are: [CH3:1][N:2]1[C:6]([C:7]2[S:11][CH:10]=[C:9]([C:12]([OH:14])=O)[CH:8]=2)=[CH:5][CH:4]=[N:3]1.[NH2:15][CH:16]([C:29]([CH3:37])([C:31]1[CH:36]=[CH:35][CH:34]=[CH:33][CH:32]=1)[CH3:30])[CH2:17][N:18]1[C:26](=[O:27])[C:25]2[C:20](=[CH:21][CH:22]=[CH:23][CH:24]=2)[C:19]1=[O:28].C1CN([P+](Br)(N2CCCC2)N2CCCC2)CC1.F[P-](F)(F)(F)(F)F.C(N(C(C)C)CC)(C)C. (5) Given the product [CH3:1][O:2][C:3](=[O:24])[CH2:4][CH2:5][CH2:6][CH2:7][CH2:8][O:9][C:10]1[CH:15]=[CH:14][C:13]2[N:16]=[C:32]([NH:31][C:28]3[CH:29]=[CH:30][CH:25]=[CH:26][CH:27]=3)[N:16]([C:13]3[CH:14]=[CH:15][C:37]([CH3:38])=[CH:11][CH:12]=3)[C:12]=2[CH:11]=1, predict the reactants needed to synthesize it. The reactants are: [CH3:1][O:2][C:3](=[O:24])[CH2:4][CH2:5][CH2:6][CH2:7][CH2:8][O:9][C:10]1[CH:15]=[CH:14][C:13]([NH2:16])=[C:12](C2C=CC(C)=CC=2)[CH:11]=1.[CH:25]1[CH:30]=[CH:29][C:28]([N:31]=[C:32](Cl)Cl)=[CH:27][CH:26]=1.O.Cl[CH2:37][CH2:38]Cl. (6) Given the product [F:25][C:23]1[CH:22]=[CH:21][C:3]([O:4][CH2:5][C:6]([N:8]([CH:18]([CH3:20])[CH3:19])[NH:9][C:10](=[O:17])[C:11]2[CH:16]=[CH:15][CH:14]=[CH:13][CH:12]=2)=[O:7])=[C:2]([C:36]2[CH:37]=[CH:38][C:33]([F:32])=[CH:34][CH:35]=2)[CH:24]=1, predict the reactants needed to synthesize it. The reactants are: Br[C:2]1[CH:24]=[C:23]([F:25])[CH:22]=[CH:21][C:3]=1[O:4][CH2:5][C:6]([N:8]([CH:18]([CH3:20])[CH3:19])[NH:9][C:10](=[O:17])[C:11]1[CH:16]=[CH:15][CH:14]=[CH:13][CH:12]=1)=[O:7].C([O-])([O-])=O.[Na+].[Na+].[F:32][C:33]1[CH:38]=[CH:37][C:36](B(O)O)=[CH:35][CH:34]=1. (7) Given the product [CH2:1]([C:3]1[CH:4]=[C:5]([NH:10][C:11](=[O:17])[O:12][C:13]([CH3:16])([CH3:15])[CH3:14])[CH:6]=[CH:7][C:8]=1[O:9][CH2:26][CH2:27][N:28]1[CH2:32][CH2:31][CH2:30][CH2:29]1)[CH3:2], predict the reactants needed to synthesize it. The reactants are: [CH2:1]([C:3]1[CH:4]=[C:5]([NH:10][C:11](=[O:17])[O:12][C:13]([CH3:16])([CH3:15])[CH3:14])[CH:6]=[CH:7][C:8]=1[OH:9])[CH3:2].C(=O)([O-])[O-].[K+].[K+].Cl.Cl[CH2:26][CH2:27][N:28]1[CH2:32][CH2:31][CH2:30][CH2:29]1.